The task is: Regression. Given a peptide amino acid sequence and an MHC pseudo amino acid sequence, predict their binding affinity value. This is MHC class I binding data.. This data is from Peptide-MHC class I binding affinity with 185,985 pairs from IEDB/IMGT. (1) The peptide sequence is GALHLYFDK. The MHC is HLA-A03:01 with pseudo-sequence HLA-A03:01. The binding affinity (normalized) is 0.428. (2) The peptide sequence is HPEIVIYQY. The MHC is HLA-A02:06 with pseudo-sequence HLA-A02:06. The binding affinity (normalized) is 0.